This data is from NCI-60 drug combinations with 297,098 pairs across 59 cell lines. The task is: Regression. Given two drug SMILES strings and cell line genomic features, predict the synergy score measuring deviation from expected non-interaction effect. Drug 1: CN(C(=O)NC(C=O)C(C(C(CO)O)O)O)N=O. Drug 2: C1CN(P(=O)(OC1)NCCCl)CCCl. Cell line: K-562. Synergy scores: CSS=-18.9, Synergy_ZIP=3.02, Synergy_Bliss=-10.4, Synergy_Loewe=-35.0, Synergy_HSA=-31.2.